From a dataset of Reaction yield outcomes from USPTO patents with 853,638 reactions. Predict the reaction yield, written as a fraction of the theoretical maximum amount of product (1.0 means a 100% yield; for example, 0.34 means a 34% yield). (1) The reactants are Cl[C:2]1[N:3]=[N+:4]([O-:13])[C:5]2[CH:11]=[CH:10][C:9]([F:12])=[CH:8][C:6]=2[N:7]=1.[CH2:14]([Sn](CC)(CC)CC)[CH3:15]. The catalyst is COCCOC.C1C=CC([P]([Pd]([P](C2C=CC=CC=2)(C2C=CC=CC=2)C2C=CC=CC=2)([P](C2C=CC=CC=2)(C2C=CC=CC=2)C2C=CC=CC=2)[P](C2C=CC=CC=2)(C2C=CC=CC=2)C2C=CC=CC=2)(C2C=CC=CC=2)C2C=CC=CC=2)=CC=1. The product is [CH2:14]([C:2]1[N:3]=[N+:4]([O-:13])[C:5]2[CH:11]=[CH:10][C:9]([F:12])=[CH:8][C:6]=2[N:7]=1)[CH3:15]. The yield is 0.930. (2) The reactants are Cl[C:2]1[N:3]=[C:4]([O:11][C:12]2[C:17]([CH3:18])=[CH:16][C:15]([CH:19]3[CH2:21][CH2:20]3)=[CH:14][C:13]=2[CH3:22])[C:5]2[NH:10][CH:9]=[CH:8][C:6]=2[N:7]=1.[NH2:23][C:24]1[CH:31]=[CH:30][C:27]([C:28]#[N:29])=[CH:26][CH:25]=1.C(O)(C(F)(F)F)=O. The catalyst is O. The product is [CH:19]1([C:15]2[CH:16]=[C:17]([CH3:18])[C:12]([O:11][C:4]3[C:5]4[NH:10][CH:9]=[CH:8][C:6]=4[N:7]=[C:2]([NH:23][C:24]4[CH:31]=[CH:30][C:27]([C:28]#[N:29])=[CH:26][CH:25]=4)[N:3]=3)=[C:13]([CH3:22])[CH:14]=2)[CH2:21][CH2:20]1. The yield is 0.450.